This data is from CYP1A2 inhibition data for predicting drug metabolism from PubChem BioAssay. The task is: Regression/Classification. Given a drug SMILES string, predict its absorption, distribution, metabolism, or excretion properties. Task type varies by dataset: regression for continuous measurements (e.g., permeability, clearance, half-life) or binary classification for categorical outcomes (e.g., BBB penetration, CYP inhibition). Dataset: cyp1a2_veith. (1) The compound is CC(C)Oc1cccnc1N(C)C1CCN(Cc2ccccc2)CC1. The result is 0 (non-inhibitor). (2) The drug is CCOC(=O)NC(CC(=O)O)c1ccc(OCC)cc1. The result is 0 (non-inhibitor). (3) The molecule is Cc1c[nH]c(=O)n(CCCN2CCN(c3ccccc3OCC(F)(F)F)CC2)c1=O. The result is 0 (non-inhibitor). (4) The molecule is CC1CCc2c(C(=O)Nc3nccs3)csc2C1. The result is 1 (inhibitor). (5) The drug is COc1ccc(CCn2c(C)cc(C(=O)CSc3nc(N)cc(=O)[nH]3)c2C)cc1. The result is 0 (non-inhibitor). (6) The compound is O=c1c(-c2cccs2)nc2cnc(N3CCNCC3)nc2n1-c1ccccc1. The result is 1 (inhibitor). (7) The molecule is Cc1cccc(CNc2ncnc3ccc(-c4ccc(C(=O)N(C)C)cc4)cc23)c1. The result is 1 (inhibitor).